Dataset: Catalyst prediction with 721,799 reactions and 888 catalyst types from USPTO. Task: Predict which catalyst facilitates the given reaction. (1) Reactant: CC1C=CC(C)=CC=1SCCCCCC(O)=O.[CH3:18][O:19][C:20]1[CH:25]=[CH:24][C:23]([SH:26])=[CH:22][CH:21]=1.Br[CH2:28][CH2:29][CH2:30][CH2:31][CH2:32][CH2:33][CH2:34][C:35]([O:37]CC)=[O:36].[OH-].[K+]. Product: [CH3:18][O:19][C:20]1[CH:25]=[CH:24][C:23]([S:26][CH2:28][CH2:29][CH2:30][CH2:31][CH2:32][CH2:33][CH2:34][C:35]([OH:37])=[O:36])=[CH:22][CH:21]=1. The catalyst class is: 97. (2) Reactant: [CH2:1]([C:3]1[CH2:7][CH2:6][C:5](=O)[C:4]=1[CH3:9])[CH3:2].C[Li].C([O:14][CH2:15][CH3:16])C.BrCBr.C([Mg]Cl)(C)(C)C. Product: [CH2:7]([C@:3]12[CH2:9][C@@:4]1([CH3:5])[C:15]([CH3:16])([OH:14])[CH2:2][CH2:1]2)[CH3:6]. The catalyst class is: 6. (3) Reactant: [Br:1][C:2]1[CH:7]=[CH:6][CH:5]=[C:4]([N+:8]([O-])=O)[C:3]=1[S:11][CH2:12][CH2:13][CH2:14][Cl:15]. Product: [Br:1][C:2]1[C:3]([S:11][CH2:12][CH2:13][CH2:14][Cl:15])=[C:4]([NH2:8])[CH:5]=[CH:6][CH:7]=1. The catalyst class is: 105. (4) Reactant: [Mg].Br[C:3]1[CH:8]=[CH:7][CH:6]=[CH:5][CH:4]=1.[C:9]([O:13][C:14]([N:16]1[C:24]2[C:19](=[CH:20][CH:21]=[CH:22][CH:23]=2)[C:18]([CH:25]=[O:26])=[CH:17]1)=[O:15])([CH3:12])([CH3:11])[CH3:10]. Product: [C:9]([O:13][C:14]([N:16]1[C:24]2[C:19](=[CH:20][CH:21]=[CH:22][CH:23]=2)[C:18]([CH:25]([OH:26])[C:3]2[CH:8]=[CH:7][CH:6]=[CH:5][CH:4]=2)=[CH:17]1)=[O:15])([CH3:12])([CH3:10])[CH3:11]. The catalyst class is: 1.